Dataset: Reaction yield outcomes from USPTO patents with 853,638 reactions. Task: Predict the reaction yield, written as a fraction of the theoretical maximum amount of product (1.0 means a 100% yield; for example, 0.34 means a 34% yield). (1) The reactants are [Cl:1][C:2]1[CH:3]=[CH:4][C:5]([NH:10][C:11]2[C:16]([Cl:17])=[CH:15][N:14]=[C:13](Cl)[CH:12]=2)=[C:6]([CH:9]=1)[C:7]#[N:8].[CH3:19][C:20]1[CH:24]=[C:23]([NH2:25])[N:22]([CH:26]([CH3:28])[CH3:27])[N:21]=1.C(=O)([O-])[O-].[Cs+].[Cs+].C1C=CC(P(C2C(OC3C(P(C4C=CC=CC=4)C4C=CC=CC=4)=CC=CC=3)=CC=CC=2)C2C=CC=CC=2)=CC=1. The catalyst is O1CCOCC1.C([O-])(=O)C.[Pd+2].C([O-])(=O)C. The product is [Cl:1][C:2]1[CH:3]=[CH:4][C:5]([NH:10][C:11]2[C:16]([Cl:17])=[CH:15][N:14]=[C:13]([NH:25][C:23]3[N:22]([CH:26]([CH3:28])[CH3:27])[N:21]=[C:20]([CH3:19])[CH:24]=3)[CH:12]=2)=[C:6]([CH:9]=1)[C:7]#[N:8]. The yield is 0.351. (2) The reactants are C([Mg]Cl)(C)C.Br[C:7]1[C:11]([Br:12])=[CH:10][S:9][CH:8]=1.[OH2:13].[O:14]1[CH2:18]C[CH2:16][CH2:15]1. No catalyst specified. The product is [CH2:15]([O:14][C:18]([C:7]1[C:11]([Br:12])=[CH:10][S:9][CH:8]=1)=[O:13])[CH3:16]. The yield is 0.930. (3) The reactants are C(OC([N:8]=[C:9]1[N:13]([CH2:14][C:15]([O:17][CH2:18][CH3:19])=[O:16])[C:12]2[CH:20]=[CH:21][CH:22]=[CH:23][C:11]=2[S:10]1)=O)(C)(C)C.Cl. The catalyst is C(OCC)(=O)C. The product is [NH:8]=[C:9]1[N:13]([CH2:14][C:15]([O:17][CH2:18][CH3:19])=[O:16])[C:12]2[CH:20]=[CH:21][CH:22]=[CH:23][C:11]=2[S:10]1. The yield is 0.860. (4) The product is [CH2:16]([C:7]1[C:2]([Cl:1])=[N:3][CH:4]=[N:5][C:6]=1[Cl:8])[CH:15]=[CH2:14]. The catalyst is C1COCC1. The reactants are [Cl:1][C:2]1[CH:7]=[C:6]([Cl:8])[N:5]=[CH:4][N:3]=1.[Li+].[Cl-].C([Cu])#N.[CH2:14](Br)[CH:15]=[CH2:16]. The yield is 0.890. (5) The yield is 0.260. The reactants are [I-].C[S+](C)(C)=O.[CH3:7]C(O)(C)C.[CH2:12]([O:19][C:20]1[CH:25]=[CH:24][C:23](/[CH:26]=[CH:27]/[N+:28]([O-:30])=[O:29])=[CH:22][CH:21]=1)[C:13]1[CH:18]=[CH:17][CH:16]=[CH:15][CH:14]=1.O. The product is [CH2:12]([O:19][C:20]1[CH:25]=[CH:24][C:23]([C@@H:26]2[CH2:7][C@H:27]2[N+:28]([O-:30])=[O:29])=[CH:22][CH:21]=1)[C:13]1[CH:14]=[CH:15][CH:16]=[CH:17][CH:18]=1. The catalyst is CS(C)=O. (6) The reactants are O1CCCCC1[N:7]1[C:15]2[C:10](=[CH:11][C:12]([C:16]3[N:20]=[CH:19][N:18](C(C4C=CC=CC=4)(C4C=CC=CC=4)C4C=CC=CC=4)[N:17]=3)=[CH:13][CH:14]=2)[C:9]([C:40]2[CH:41]=[C:42]([NH2:46])[CH:43]=[CH:44][CH:45]=2)=[N:8]1.[Cl:47][C:48]1[CH:56]=[CH:55][C:51]([C:52](Cl)=[O:53])=[CH:50][CH:49]=1.O. The catalyst is N1C=CC=CC=1. The product is [NH:18]1[CH:19]=[N:20][C:16]([C:12]2[CH:11]=[C:10]3[C:15](=[CH:14][CH:13]=2)[NH:7][N:8]=[C:9]3[C:40]2[CH:41]=[C:42]([NH:46][C:52]([C:51]3[CH:55]=[CH:56][C:48]([Cl:47])=[CH:49][CH:50]=3)=[O:53])[CH:43]=[CH:44][CH:45]=2)=[N:17]1. The yield is 0.620. (7) The reactants are Cl[C:2]1[N:7]=[C:6]([N:8]2[CH:12]=[CH:11][C:10]([C:13]([F:16])([F:15])[F:14])=[N:9]2)[N:5]=[C:4]([O:17][CH3:18])[CH:3]=1.[Cl:19][C:20]1[CH:21]=[C:22](B(O)O)[CH:23]=[CH:24][CH:25]=1.COC1C=C(C2C=CC=CC=2)N=C(N2C=CC(C(F)(F)F)=N2)N=1. No catalyst specified. The product is [CH3:18][O:17][C:4]1[CH:3]=[C:2]([C:24]2[CH:23]=[CH:22][CH:21]=[C:20]([Cl:19])[CH:25]=2)[N:7]=[C:6]([N:8]2[CH:12]=[CH:11][C:10]([C:13]([F:16])([F:15])[F:14])=[N:9]2)[N:5]=1. The yield is 0.450.